Dataset: Forward reaction prediction with 1.9M reactions from USPTO patents (1976-2016). Task: Predict the product of the given reaction. (1) Given the reactants [NH2:1][C:2]1[CH:3]=[C:4]2[C:9](=[C:10]([O:12][CH3:13])[CH:11]=1)[N:8]=[CH:7][C:6]([C:14]#[N:15])=[C:5]2[NH:16][C:17]1[CH:22]=[CH:21][C:20]([F:23])=[C:19]([Cl:24])[CH:18]=1.[BH3-][C:26]#[N:27].[Na+], predict the reaction product. The product is: [Cl:24][C:19]1[CH:18]=[C:17]([NH:16][C:5]2[C:4]3[C:9](=[C:10]([O:12][CH3:13])[CH:11]=[C:2]([NH:1][CH2:6][C:7]4[NH:8][CH:9]=[N:27][CH:26]=4)[CH:3]=3)[N:8]=[CH:7][C:6]=2[C:14]#[N:15])[CH:22]=[CH:21][C:20]=1[F:23]. (2) Given the reactants [NH2:1][C:2]1[CH:3]=[C:4]([N:8]2[C:12]3=[N:13][CH:14]=[N:15][C:16]([NH2:17])=[C:11]3[CH:10]=[N:9]2)[CH:5]=[CH:6][CH:7]=1.[S:18]1[CH:22]=[CH:21][C:20]([C:23](O)=[O:24])=[CH:19]1.Cl.CN(C)CCCN=C=NCC.ON1C2C=CC=CC=2N=N1, predict the reaction product. The product is: [NH2:17][C:16]1[N:15]=[CH:14][N:13]=[C:12]2[N:8]([C:4]3[CH:3]=[C:2]([NH:1][C:23]([C:20]4[CH:21]=[CH:22][S:18][CH:19]=4)=[O:24])[CH:7]=[CH:6][CH:5]=3)[N:9]=[CH:10][C:11]=12. (3) Given the reactants [C:1]([C:9]1[CH:26]=[C:25]([O:27][CH3:28])[CH:24]=[CH:23][C:10]=1[C:11]([N:13]([CH:20]1[CH2:22][CH2:21]1)[CH2:14][C:15]1[S:16][CH:17]=[CH:18][N:19]=1)=[O:12])(=[O:8])[C:2]1[CH:7]=[CH:6][CH:5]=[CH:4][CH:3]=1, predict the reaction product. The product is: [CH:20]1([N:13]2[CH:14]([C:15]3[S:16][CH:17]=[CH:18][N:19]=3)[C:1]([OH:8])([C:2]3[CH:7]=[CH:6][CH:5]=[CH:4][CH:3]=3)[C:9]3[C:10](=[CH:23][CH:24]=[C:25]([O:27][CH3:28])[CH:26]=3)[C:11]2=[O:12])[CH2:21][CH2:22]1. (4) Given the reactants [CH3:1][NH:2][C:3]([C:5]1[N:6]([CH3:31])[C:7]([CH:20]([S:22]([C:25]2[CH:30]=[CH:29][CH:28]=[CH:27][CH:26]=2)(=[O:24])=[O:23])[NH2:21])=[CH:8][C:9](=[O:19])[C:10]=1[O:11]CC1C=CC=CC=1)=[O:4].C1(S(C(N)C2N(C)C(C(O)=O)=C(O)C(=O)C=2)(=O)=O)C=CC=CC=1, predict the reaction product. The product is: [CH3:1][NH:2][C:3]([C:5]1[N:6]([CH3:31])[C:7]([CH:20]([S:22]([C:25]2[CH:30]=[CH:29][CH:28]=[CH:27][CH:26]=2)(=[O:23])=[O:24])[NH2:21])=[CH:8][C:9](=[O:19])[C:10]=1[OH:11])=[O:4]. (5) Given the reactants C[O:2][C:3]([C:5]1[CH:9]=[C:8]([C:10]2[CH:15]=[CH:14][C:13]([Cl:16])=[C:12]([CH3:17])[CH:11]=2)[N:7]([CH2:18][C:19]2[CH:24]=[CH:23][C:22]([CH3:25])=[CH:21][CH:20]=2)[N:6]=1)=[O:4].[OH-].[K+], predict the reaction product. The product is: [Cl:16][C:13]1[CH:14]=[CH:15][C:10]([C:8]2[N:7]([CH2:18][C:19]3[CH:24]=[CH:23][C:22]([CH3:25])=[CH:21][CH:20]=3)[N:6]=[C:5]([C:3]([OH:4])=[O:2])[CH:9]=2)=[CH:11][C:12]=1[CH3:17]. (6) Given the reactants [Cl:1][C:2]1[N:7]=[C:6](Cl)[C:5]([Cl:9])=[CH:4][N:3]=1.[F:10][CH:11]([F:22])[S:12]([C:15]1[CH:21]=[CH:20][CH:19]=[CH:18][C:16]=1[NH2:17])(=[O:14])=[O:13].[H-].[Na+].C(Cl)Cl.CO, predict the reaction product. The product is: [Cl:1][C:2]1[N:7]=[C:6]([NH:17][C:16]2[CH:18]=[CH:19][CH:20]=[CH:21][C:15]=2[S:12]([CH:11]([F:22])[F:10])(=[O:14])=[O:13])[C:5]([Cl:9])=[CH:4][N:3]=1. (7) Given the reactants C(OC([N:8]1[CH2:15][C@@H:14]([C:16]([C:29]2[CH:34]=[CH:33][CH:32]=[CH:31][CH:30]=2)([C:23]2[CH:28]=[CH:27][CH:26]=[CH:25][CH:24]=2)[C:17]2[CH:22]=[CH:21][CH:20]=[CH:19][CH:18]=2)[CH2:13][C@H:9]1[C:10]([OH:12])=[S:11])=O)(C)(C)C.FC(F)(F)C(O)=O.[C:42]([O:59]N1C(=O)CCC1=O)([O:44][CH2:45][CH:46]1[C:58]2[C:53](=[CH:54][CH:55]=[CH:56][CH:57]=2)[C:52]2[C:47]1=[CH:48][CH:49]=[CH:50][CH:51]=2)=O, predict the reaction product. The product is: [CH:57]1[C:58]2[CH:46]([CH2:45][O:44][C:42]([N:8]3[CH2:15][C@@H:14]([C:16]([C:29]4[CH:34]=[CH:33][CH:32]=[CH:31][CH:30]=4)([C:17]4[CH:18]=[CH:19][CH:20]=[CH:21][CH:22]=4)[C:23]4[CH:28]=[CH:27][CH:26]=[CH:25][CH:24]=4)[CH2:13][C@H:9]3[C:10]([OH:12])=[S:11])=[O:59])[C:47]3[C:52](=[CH:51][CH:50]=[CH:49][CH:48]=3)[C:53]=2[CH:54]=[CH:55][CH:56]=1. (8) Given the reactants [CH2:1]([O:3][C:4](=[O:21])[C:5](=[CH:17][N:18]([CH3:20])[CH3:19])[C:6](=[O:16])[CH2:7][O:8][CH2:9][C:10]1[CH:15]=[CH:14][CH:13]=[CH:12][CH:11]=1)[CH3:2].[C:23]([O:25][CH3:26])(=[O:24])[C:23]([O:25][CH3:26])=[O:24].C[O-].[Na+].C(O)(=O)C.[CH3:37][O:38][CH:39]([O:42][CH3:43])CN, predict the reaction product. The product is: [CH3:26][O:25][C:23]([C:20]1[N:18]([CH2:19][CH:39]([O:42][CH3:43])[O:38][CH3:37])[CH:17]=[C:5]([C:4]([O:3][CH2:1][CH3:2])=[O:21])[C:6](=[O:16])[C:7]=1[O:8][CH2:9][C:10]1[CH:15]=[CH:14][CH:13]=[CH:12][CH:11]=1)=[O:24]. (9) Given the reactants Cl.[CH2:2]([CH:9]1[CH:13]([C:14]2[CH:19]=[CH:18][CH:17]=[CH:16][CH:15]=2)[CH2:12][NH:11][CH2:10]1)[C:3]1[CH:8]=[CH:7][CH:6]=[CH:5][CH:4]=1.C(N(CC)CC)C.[CH3:27][N:28]1[CH:32]=[C:31]([S:33](Cl)(=[O:35])=[O:34])[N:30]=[CH:29]1, predict the reaction product. The product is: [CH2:2]([C@H:9]1[C@H:13]([C:14]2[CH:19]=[CH:18][CH:17]=[CH:16][CH:15]=2)[CH2:12][N:11]([S:33]([C:31]2[N:30]=[CH:29][N:28]([CH3:27])[CH:32]=2)(=[O:35])=[O:34])[CH2:10]1)[C:3]1[CH:4]=[CH:5][CH:6]=[CH:7][CH:8]=1.